Dataset: Forward reaction prediction with 1.9M reactions from USPTO patents (1976-2016). Task: Predict the product of the given reaction. Given the reactants [CH3:1][C:2]1[O:3][C:4]2[CH:10]=[CH:9][C:8]([C:11]3[CH:16]=[CH:15][CH:14]=[CH:13][CH:12]=3)=[CH:7][C:5]=2[N:6]=1.[Br:17]N1C(=O)CCC1=O.CC(N=NC(C#N)(C)C)(C#N)C, predict the reaction product. The product is: [Br:17][CH2:1][C:2]1[O:3][C:4]2[CH:10]=[CH:9][C:8]([C:11]3[CH:12]=[CH:13][CH:14]=[CH:15][CH:16]=3)=[CH:7][C:5]=2[N:6]=1.